From a dataset of Reaction yield outcomes from USPTO patents with 853,638 reactions. Predict the reaction yield, written as a fraction of the theoretical maximum amount of product (1.0 means a 100% yield; for example, 0.34 means a 34% yield). The catalyst is O1CCOCC1.C1C=CC(P(C2C=CC=CC=2)[C-]2C=CC=C2)=CC=1.C1C=CC(P(C2C=CC=CC=2)[C-]2C=CC=C2)=CC=1.Cl[Pd]Cl.[Fe+2]. The product is [F:1][C:2]1[CH:3]=[C:4]([N:9]2[CH2:13][CH:12]([CH2:14][NH:15][C:16](=[O:18])[CH3:17])[O:11][C:10]2=[O:19])[CH:5]=[CH:6][C:7]=1[B:23]1[O:24][C:25]([CH3:27])([CH3:26])[C:21]([CH3:28])([CH3:20])[O:22]1. The reactants are [F:1][C:2]1[CH:3]=[C:4]([N:9]2[CH2:13][CH:12]([CH2:14][NH:15][C:16](=[O:18])[CH3:17])[O:11][C:10]2=[O:19])[CH:5]=[CH:6][C:7]=1I.[CH3:20][C:21]1([CH3:28])[C:25]([CH3:27])([CH3:26])[O:24][BH:23][O:22]1.C(N(CC)CC)C. The yield is 0.940.